This data is from Catalyst prediction with 721,799 reactions and 888 catalyst types from USPTO. The task is: Predict which catalyst facilitates the given reaction. (1) Product: [Cl:13][C:14]1[CH:19]=[CH:18][C:17]([S:20]([NH:1][CH:2]([C:6]2[CH:11]=[CH:10][CH:9]=[CH:8][C:7]=2[CH3:12])[C:3]([NH2:5])=[O:4])(=[O:22])=[O:21])=[CH:16][CH:15]=1. Reactant: [NH2:1][CH:2]([C:6]1[CH:11]=[CH:10][CH:9]=[CH:8][C:7]=1[CH3:12])[C:3]([NH2:5])=[O:4].[Cl:13][C:14]1[CH:19]=[CH:18][C:17]([S:20](Cl)(=[O:22])=[O:21])=[CH:16][CH:15]=1.CCN(CC)CC. The catalyst class is: 12. (2) Reactant: F[C:2]1[CH:9]=[CH:8][CH:7]=[C:6]([O:10][CH3:11])[C:3]=1[C:4]#[N:5].[CH3:12][C:13]1[C:21]2[C:16](=[CH:17][C:18]([N+:22]([O-:24])=[O:23])=[CH:19][CH:20]=2)[NH:15][N:14]=1.C(=O)([O-])[O-].[K+].[K+].O. Product: [C:4]([C:3]1[C:6]([O:10][CH3:11])=[CH:7][CH:8]=[CH:9][C:2]=1[N:15]1[C:16]2[C:21](=[CH:20][CH:19]=[C:18]([N+:22]([O-:24])=[O:23])[CH:17]=2)[C:13]([CH3:12])=[N:14]1)#[N:5]. The catalyst class is: 3. (3) Product: [CH2:27]([O:26][C:24]([C:2]1[N:3]([CH2:9][O:10][CH2:11][CH2:12][Si:13]([CH3:16])([CH3:15])[CH3:14])[CH:4]=[C:5]([C:7]#[N:8])[N:6]=1)=[O:25])[CH3:28]. Reactant: Br[C:2]1[N:3]([CH2:9][O:10][CH2:11][CH2:12][Si:13]([CH3:16])([CH3:15])[CH3:14])[CH:4]=[C:5]([C:7]#[N:8])[N:6]=1.C([Mg]Cl)(C)C.C([C:24]([O:26][CH2:27][CH3:28])=[O:25])#N. The catalyst class is: 1. (4) Reactant: Br[CH:2]([C:4]1[C:12]([C:13]2[CH:18]=[C:17]([F:19])[CH:16]=[C:15]([F:20])[CH:14]=2)=[C:7]2[CH:8]=[CH:9][CH:10]=[CH:11][N:6]2[N:5]=1)[CH3:3].[N-:21]=[N+:22]=[N-:23].[Na+]. Product: [N:21]([CH:2]([C:4]1[C:12]([C:13]2[CH:18]=[C:17]([F:19])[CH:16]=[C:15]([F:20])[CH:14]=2)=[C:7]2[CH:8]=[CH:9][CH:10]=[CH:11][N:6]2[N:5]=1)[CH3:3])=[N+:22]=[N-:23]. The catalyst class is: 42. (5) Product: [CH3:15][C:16]1[C:20]([CH2:21][C:22]2[CH:27]=[CH:26][CH:25]=[C:24]([C:28]([F:30])([F:29])[F:31])[C:23]=2[CH3:32])=[C:19]2[N:33]=[C:2]([CH:9]3[CH2:10][CH2:11][O:12][CH2:13][CH2:14]3)[CH:3]=[C:4]([OH:6])[N:18]2[N:17]=1. Reactant: O=[C:2]([CH:9]1[CH2:14][CH2:13][O:12][CH2:11][CH2:10]1)[CH2:3][C:4]([O:6]CC)=O.[CH3:15][C:16]1[C:20]([CH2:21][C:22]2[CH:27]=[CH:26][CH:25]=[C:24]([C:28]([F:31])([F:30])[F:29])[C:23]=2[CH3:32])=[C:19]([NH2:33])[NH:18][N:17]=1. The catalyst class is: 15. (6) Reactant: [NH2:1][C:2]1[N:7]=[C:6]([N:8]([CH2:15][C:16]2[C:21]([CH3:22])=[C:20]([O:23][CH3:24])[C:19]([CH3:25])=[CH:18][N:17]=2)[C@@H:9]([CH3:14])[C:10]([O:12]C)=O)[C:5]([N+:26]([O-])=O)=[CH:4][N:3]=1. Product: [NH2:1][C:2]1[N:3]=[CH:4][C:5]2[NH:26][C:10](=[O:12])[C@H:9]([CH3:14])[N:8]([CH2:15][C:16]3[C:21]([CH3:22])=[C:20]([O:23][CH3:24])[C:19]([CH3:25])=[CH:18][N:17]=3)[C:6]=2[N:7]=1. The catalyst class is: 180.